Dataset: Peptide-MHC class I binding affinity with 185,985 pairs from IEDB/IMGT. Task: Regression. Given a peptide amino acid sequence and an MHC pseudo amino acid sequence, predict their binding affinity value. This is MHC class I binding data. (1) The peptide sequence is SHIIWVSL. The MHC is H-2-Kb with pseudo-sequence H-2-Kb. The binding affinity (normalized) is 0.469. (2) The peptide sequence is RRGWEVLKY. The MHC is HLA-A68:01 with pseudo-sequence HLA-A68:01. The binding affinity (normalized) is 0.